This data is from Catalyst prediction with 721,799 reactions and 888 catalyst types from USPTO. The task is: Predict which catalyst facilitates the given reaction. (1) Reactant: [CH3:1][C:2]1[N:3]([C:8]2[CH:9]=[C:10]([CH:14]=[CH:15][C:16]=2[C:17]([O:19][CH3:20])=[O:18])[C:11](O)=[O:12])[C:4]([CH3:7])=[CH:5][CH:6]=1.C(N(CC)CC)C.ClC(OCC)=O.[NH2:34][NH2:35]. Product: [CH3:1][C:2]1[N:3]([C:8]2[CH:9]=[C:10]([C:11]([NH:34][NH2:35])=[O:12])[CH:14]=[CH:15][C:16]=2[C:17]([O:19][CH3:20])=[O:18])[C:4]([CH3:7])=[CH:5][CH:6]=1. The catalyst class is: 4. (2) Reactant: [F:1][C:2]1[C:22]([F:23])=[CH:21][CH:20]=[CH:19][C:3]=1[CH2:4][N:5]1[C:9]2=[N:10][C:11]([CH3:15])=[C:12]([F:14])[CH:13]=[C:8]2[C:7]([C:16](=[NH:18])[NH2:17])=[N:6]1.C([N:26](CC)CC)C.O.NN.[Cl-].[Na+]. Product: [F:1][C:2]1[C:22]([F:23])=[CH:21][CH:20]=[CH:19][C:3]=1[CH2:4][N:5]1[C:9]2=[N:10][C:11]([CH3:15])=[C:12]([F:14])[CH:13]=[C:8]2[C:7]([C:16](=[NH:17])[NH:18][NH2:26])=[N:6]1. The catalyst class is: 8. (3) Reactant: C(OC(=O)[NH:10][CH:11]([C:16]([N:18]1[CH2:22][CH2:21][CH:20]2[N:23]([C:27](=[O:32])[NH:28][CH:29]([CH3:31])[CH3:30])[CH2:24][CH:25]([OH:26])[CH:19]12)=[O:17])[C:12]([CH3:15])([CH3:14])[CH3:13])C1C=CC=CC=1. Product: [CH:29]([NH:28][C:27]([N:23]1[CH2:24][CH:25]([OH:26])[CH:19]2[N:18]([C:16](=[O:17])[CH:11]([NH2:10])[C:12]([CH3:15])([CH3:14])[CH3:13])[CH2:22][CH2:21][CH:20]12)=[O:32])([CH3:31])[CH3:30]. The catalyst class is: 5. (4) The catalyst class is: 50. Product: [CH:28]1[C:29]2[CH:17]([CH2:16][O:15][C:13]([N:12]3[C@H:8]([C:33]([OH:35])=[O:34])[CH2:9][C@@H:10]4[CH2:32][CH2:31][CH2:30][C@H:11]34)=[O:14])[C:18]3[C:23](=[CH:22][CH:21]=[CH:20][CH:19]=3)[C:24]=2[CH:25]=[CH:26][CH:27]=1. Reactant: C([C@@:8]1([C:33]([O-:35])=[O:34])[N:12]([C:13]([O:15][CH2:16][CH:17]2[C:29]3[CH:28]=[CH:27][CH:26]=[CH:25][C:24]=3[C:23]3[C:18]2=[CH:19][CH:20]=[CH:21][CH:22]=3)=[O:14])[C@H:11]2[CH2:30][CH2:31][CH2:32][C@H:10]2[CH2:9]1)C1C=CC=CC=1.C1CCCCC=1.